This data is from Reaction yield outcomes from USPTO patents with 853,638 reactions. The task is: Predict the reaction yield, written as a fraction of the theoretical maximum amount of product (1.0 means a 100% yield; for example, 0.34 means a 34% yield). (1) The reactants are [NH2:1][C:2]1[N:6]([C:7]2[CH:8]=[C:9]([CH:16]=[CH:17][C:18]=2[CH3:19])[C:10]([NH:12][CH:13]2[CH2:15][CH2:14]2)=[O:11])[N:5]=[CH:4][C:3]=1[C:20](=[O:29])C1C=CC=CC=1OC.[Li+].[OH-:31].Cl. The catalyst is O.C(O)C. The product is [NH2:1][C:2]1[N:6]([C:7]2[CH:8]=[C:9]([C:10](=[O:11])[NH:12][CH:13]3[CH2:14][CH2:15]3)[CH:16]=[CH:17][C:18]=2[CH3:19])[N:5]=[CH:4][C:3]=1[C:20]([OH:29])=[O:31]. The yield is 0.880. (2) The reactants are [Br:1][C:2]1[CH:3]=[CH:4][C:5]2[N:6]([CH2:16][CH:17]([F:39])[CH2:18][N:19]([C:32]3[CH:37]=[CH:36][C:35]([OH:38])=[CH:34][CH:33]=3)[S:20]([C:23]3[CH:28]=[CH:27][C:26]([N+:29]([O-:31])=[O:30])=[CH:25][CH:24]=3)(=[O:22])=[O:21])[C:7]3[C:12]([C:13]=2[CH:14]=1)=[CH:11][C:10]([Br:15])=[CH:9][CH:8]=3.C(=O)([O-])[O-].[K+].[K+].Br[CH2:47][CH2:48][O:49][CH2:50][CH2:51][O:52][CH3:53]. The catalyst is CN(C)C=O.CCOC(C)=O. The product is [Br:1][C:2]1[CH:3]=[CH:4][C:5]2[N:6]([CH2:16][CH:17]([F:39])[CH2:18][N:19]([C:32]3[CH:37]=[CH:36][C:35]([O:38][CH2:47][CH2:48][O:49][CH2:50][CH2:51][O:52][CH3:53])=[CH:34][CH:33]=3)[S:20]([C:23]3[CH:24]=[CH:25][C:26]([N+:29]([O-:31])=[O:30])=[CH:27][CH:28]=3)(=[O:22])=[O:21])[C:7]3[C:12]([C:13]=2[CH:14]=1)=[CH:11][C:10]([Br:15])=[CH:9][CH:8]=3. The yield is 0.430. (3) The yield is 0.860. The reactants are [Li]CCCC.C(NC(C)C)(C)C.[CH3:13][O:14][C:15](=[O:24])[CH2:16][C:17]1[CH:22]=[CH:21][C:20]([CH3:23])=[CH:19][CH:18]=1.[Li+].CC([N-]C(C)C)C.Br[CH2:34][C:35]([O:37][C:38]([CH3:41])([CH3:40])[CH3:39])=[O:36]. The product is [CH3:13][O:14][C:15](=[O:24])[CH:16]([C:17]1[CH:18]=[CH:19][C:20]([CH3:23])=[CH:21][CH:22]=1)[CH2:34][C:35]([O:37][C:38]([CH3:41])([CH3:40])[CH3:39])=[O:36]. The catalyst is C1COCC1.